Task: Predict the product of the given reaction.. Dataset: Forward reaction prediction with 1.9M reactions from USPTO patents (1976-2016) (1) Given the reactants Cl[C:2]1[N:11]=[C:10]2[C:5]([CH:6]=[C:7]([C:16]([O:18]CC)=[O:17])[C:8]([C:12]([F:15])([F:14])[F:13])=[N:9]2)=[CH:4][C:3]=1[F:21].[O-:22][CH2:23][CH3:24].[Na+].Cl, predict the reaction product. The product is: [CH2:23]([O:22][C:2]1[N:11]=[C:10]2[C:5]([CH:6]=[C:7]([C:16]([OH:18])=[O:17])[C:8]([C:12]([F:14])([F:15])[F:13])=[N:9]2)=[CH:4][C:3]=1[F:21])[CH3:24]. (2) The product is: [Cl:1][C:2]1[C:3]([F:21])=[C:4]([C:14]2[N:19]=[CH:18][N:17]([C@@H:23]3[C:39]4[CH:40]=[C:35]([CH:36]=[CH:37][N:38]=4)[C:34]4[N:33]([CH:41]([F:42])[F:43])[N:32]=[CH:31][C:30]=4[NH:29][C:28](=[O:44])[C@H:27]([CH3:45])[CH2:26][CH2:25][CH2:24]3)[C:16](=[O:20])[CH:15]=2)[C:5]([N:8]2[CH:12]=[C:11]([CH3:13])[N:10]=[N:9]2)=[CH:6][CH:7]=1. Given the reactants [Cl:1][C:2]1[C:3]([F:21])=[C:4]([C:14]2[N:19]=[CH:18][N:17]=[C:16]([OH:20])[CH:15]=2)[C:5]([N:8]2[CH:12]=[C:11]([CH3:13])[N:10]=[N:9]2)=[CH:6][CH:7]=1.N[C@@H:23]1[C:39]2[CH:40]=[C:35]([CH:36]=[CH:37][N:38]=2)[C:34]2[N:33]([CH:41]([F:43])[F:42])[N:32]=[CH:31][C:30]=2[NH:29][C:28](=[O:44])[C@H:27]([CH3:45])[CH2:26][CH2:25][CH2:24]1, predict the reaction product.